Dataset: Forward reaction prediction with 1.9M reactions from USPTO patents (1976-2016). Task: Predict the product of the given reaction. (1) Given the reactants [N:1]1[CH:6]=[CH:5][C:4]([O:7][C:8]2[CH:9]=[C:10]([NH2:15])[C:11]([NH2:14])=[CH:12][CH:13]=2)=[CH:3][CH:2]=1.[Cl:16][C:17]1[CH:22]=[CH:21][C:20]([N:23]=[C:24]=S)=[CH:19][C:18]=1[C:26]([F:29])([F:28])[F:27].C(Cl)CCl, predict the reaction product. The product is: [Cl:16][C:17]1[CH:22]=[CH:21][C:20]([NH:23][C:24]2[NH:14][C:11]3[CH:12]=[CH:13][C:8]([O:7][C:4]4[CH:5]=[CH:6][N:1]=[CH:2][CH:3]=4)=[CH:9][C:10]=3[N:15]=2)=[CH:19][C:18]=1[C:26]([F:27])([F:28])[F:29]. (2) Given the reactants [CH3:1][O:2][C:3]1[CH:4]=[C:5]([CH2:23][C:24]([OH:26])=[O:25])[CH:6]=[CH:7][C:8]=1[O:9][C:10]1[C:11]([N+:20]([O-:22])=[O:21])=[C:12]2[C:16](=[CH:17][CH:18]=1)[NH:15][C:14]([CH3:19])=[CH:13]2.[C:27](OCC)(=O)[CH3:28], predict the reaction product. The product is: [CH3:1][O:2][C:3]1[CH:4]=[C:5]([CH2:23][C:24]([O:26][CH2:27][CH3:28])=[O:25])[CH:6]=[CH:7][C:8]=1[O:9][C:10]1[C:11]([N+:20]([O-:22])=[O:21])=[C:12]2[C:16](=[CH:17][CH:18]=1)[NH:15][C:14]([CH3:19])=[CH:13]2. (3) Given the reactants [Li+].[F:2][C:3]([F:23])([F:22])[C:4]1[CH:9]=[CH:8][C:7]([N:10]2[CH2:15][CH2:14][N:13]([CH2:16][CH2:17][CH2:18][C:19]([O-])=[O:20])[CH2:12][CH2:11]2)=[CH:6][CH:5]=1.C(N(C(C)C)CC)(C)C.F[P-](F)(F)(F)(F)F.CN(C)C(ON1C2C=CC=CC=2N=N1)=[N+](C)C.Cl.[NH:58]1[CH2:63][CH2:62][CH:61]([NH:64][C:65]2[CH:70]=[CH:69][C:68]([O:71][C:72]([F:75])([F:74])[F:73])=[CH:67][CH:66]=2)[CH2:60][CH2:59]1, predict the reaction product. The product is: [F:75][C:72]([F:73])([F:74])[O:71][C:68]1[CH:67]=[CH:66][C:65]([NH:64][CH:61]2[CH2:62][CH2:63][N:58]([C:19](=[O:20])[CH2:18][CH2:17][CH2:16][N:13]3[CH2:14][CH2:15][N:10]([C:7]4[CH:8]=[CH:9][C:4]([C:3]([F:23])([F:2])[F:22])=[CH:5][CH:6]=4)[CH2:11][CH2:12]3)[CH2:59][CH2:60]2)=[CH:70][CH:69]=1. (4) Given the reactants C([S:9][C@H:10]([CH3:24])[C@@H:11]([C:20]([O:22][CH3:23])=[O:21])[NH:12][C:13]([O:15][C:16]([CH3:19])([CH3:18])[CH3:17])=[O:14])(=O)C1C=CC=CC=1.C[O-].[Na+].Cl[CH2:29][C:30]1[CH:35]=[C:34]([CH3:36])[CH:33]=[C:32]([N:37]2[C:41]([CH3:42])=[CH:40][CH:39]=[C:38]2[CH3:43])[N:31]=1, predict the reaction product. The product is: [CH3:19][C:16]([CH3:17])([O:15][C:13]([NH:12][C@H:11]([C:20]([O:22][CH3:23])=[O:21])[C@@H:10]([CH3:24])[S:9][CH2:29][C:30]1[CH:35]=[C:34]([CH3:36])[CH:33]=[C:32]([N:37]2[C:41]([CH3:42])=[CH:40][CH:39]=[C:38]2[CH3:43])[N:31]=1)=[O:14])[CH3:18]. (5) Given the reactants [C:1]([O:5][C:6]([NH:8][C:9]1[S:10][C:11](Br)=[CH:12][C:13]=1[C:14]([O:16][CH3:17])=[O:15])=[O:7])([CH3:4])([CH3:3])[CH3:2].[F:19][C:20]1[CH:25]=[CH:24][C:23](B(O)O)=[CH:22][CH:21]=1.C(=O)([O-])[O-].[Na+].[Na+], predict the reaction product. The product is: [C:1]([O:5][C:6]([NH:8][C:9]1[S:10][C:11]([C:23]2[CH:24]=[CH:25][C:20]([F:19])=[CH:21][CH:22]=2)=[CH:12][C:13]=1[C:14]([O:16][CH3:17])=[O:15])=[O:7])([CH3:4])([CH3:3])[CH3:2]. (6) Given the reactants [C:1]1([S:7]([N:10]2[C:14]3=[N:15][CH:16]=[CH:17][CH:18]=[C:13]3[C:12](I)=[CH:11]2)(=[O:9])=[O:8])[CH:6]=[CH:5][CH:4]=[CH:3][CH:2]=1.[N:20]1[CH:25]=[CH:24][CH:23]=[CH:22][C:21]=1[C:26]1[C:27](B(O)O)=[C:28]2[CH2:33][CH2:32][CH2:31][N:29]2[N:30]=1, predict the reaction product. The product is: [C:1]1([S:7]([N:10]2[C:14]3=[N:15][CH:16]=[CH:17][CH:18]=[C:13]3[C:12]([C:27]3[C:26]([C:21]4[CH:22]=[CH:23][CH:24]=[CH:25][N:20]=4)=[N:30][N:29]4[CH2:31][CH2:32][CH2:33][C:28]=34)=[CH:11]2)(=[O:9])=[O:8])[CH:6]=[CH:5][CH:4]=[CH:3][CH:2]=1. (7) The product is: [CH:1]([NH:14][C:15](=[O:31])[N:16]([CH3:17])[C@@H:18]1[CH2:22][CH2:21][NH:20][CH2:19]1)([C:2]1[CH:7]=[CH:6][CH:5]=[CH:4][CH:3]=1)[C:8]1[CH:9]=[CH:10][CH:11]=[CH:12][CH:13]=1. Given the reactants [CH:1]([NH:14][C:15](=[O:31])[N:16]([CH:18]1[CH2:22][CH2:21][N:20](C(=O)C2C=CC=CC=2)[CH2:19]1)[CH3:17])([C:8]1[CH:13]=[CH:12][CH:11]=[CH:10][CH:9]=1)[C:2]1[CH:7]=[CH:6][CH:5]=[CH:4][CH:3]=1, predict the reaction product.